Dataset: Reaction yield outcomes from USPTO patents with 853,638 reactions. Task: Predict the reaction yield, written as a fraction of the theoretical maximum amount of product (1.0 means a 100% yield; for example, 0.34 means a 34% yield). (1) The reactants are [Cl:1][C:2]1[S:6][C:5]([NH:7][C:8](=[O:29])[N:9]([CH2:14][CH2:15][CH:16]([C:23]2[CH:28]=[CH:27][CH:26]=[CH:25][CH:24]=2)[C:17]2[CH:22]=[CH:21][CH:20]=[CH:19][CH:18]=2)[CH2:10][CH2:11]SC)=[N:4][C:3]=1[C:30]1[CH:35]=[CH:34][C:33]([NH:36][S:37]([CH3:40])(=[O:39])=[O:38])=[CH:32][CH:31]=1.OO[S:43]([O-:45])=[O:44].[K+].[CH3:47]O. The catalyst is O.C(Cl)Cl. The product is [ClH:1].[Cl:1][C:2]1[S:6][C:5]([NH:7][C:8](=[O:29])[N:9]([CH2:14][CH2:15][CH:16]([C:23]2[CH:28]=[CH:27][CH:26]=[CH:25][CH:24]=2)[C:17]2[CH:18]=[CH:19][CH:20]=[CH:21][CH:22]=2)[CH2:10][CH2:11][S:43]([CH3:47])(=[O:45])=[O:44])=[N:4][C:3]=1[C:30]1[CH:35]=[CH:34][C:33]([NH:36][S:37]([CH3:40])(=[O:38])=[O:39])=[CH:32][CH:31]=1. The yield is 0.870. (2) The reactants are [Br:1][C:2]1[CH:10]=[CH:9][C:5]([C:6]([OH:8])=[O:7])=[C:4]([F:11])[CH:3]=1.[CH3:12][Si](C=[N+]=[N-])(C)C. The catalyst is C1COCC1.CO. The product is [Br:1][C:2]1[CH:10]=[CH:9][C:5]([C:6]([O:8][CH3:12])=[O:7])=[C:4]([F:11])[CH:3]=1. The yield is 1.00. (3) The reactants are [NH2:1][C@H:2]([C:34]1[CH:39]=[CH:38][CH:37]=[CH:36][CH:35]=1)[CH2:3][N:4]1[C:9](=[O:10])[C:8]([C:11]2[CH:16]=[CH:15][CH:14]=[C:13]([O:17][CH3:18])[C:12]=2[F:19])=[C:7]([CH3:20])[N:6]([CH2:21][C:22]2[C:27]([S:28]([CH3:31])(=[O:30])=[O:29])=[CH:26][CH:25]=[CH:24][C:23]=2[F:32])[C:5]1=[O:33].[C:40](=[O:43])([O-])[O-].[Na+].[Na+].C([O:49][CH2:50][CH3:51])(=O)C. The catalyst is CN(C=O)C. The product is [C:40]1(=[O:43])[N:1]([CH2:2][CH2:34][CH2:35][NH:1][C@H:2]([C:34]2[CH:35]=[CH:36][CH:37]=[CH:38][CH:39]=2)[CH2:3][N:4]2[C:9](=[O:10])[C:8]([C:11]3[CH:16]=[CH:15][CH:14]=[C:13]([O:17][CH3:18])[C:12]=3[F:19])=[C:7]([CH3:20])[N:6]([CH2:21][C:22]3[C:27]([S:28]([CH3:31])(=[O:30])=[O:29])=[CH:26][CH:25]=[CH:24][C:23]=3[F:32])[C:5]2=[O:33])[C:50](=[O:49])[C:51]2=[CH:20][CH:7]=[CH:8][CH:11]=[C:12]12. The yield is 0.670.